Dataset: Reaction yield outcomes from USPTO patents with 853,638 reactions. Task: Predict the reaction yield, written as a fraction of the theoretical maximum amount of product (1.0 means a 100% yield; for example, 0.34 means a 34% yield). (1) The reactants are [CH2:1]([N:8]1[N:17]=[C:16](Cl)[C:15]2[C:10](=[CH:11][CH:12]=[CH:13][CH:14]=2)[C:9]1=[O:19])[C:2]1[CH:7]=[CH:6][CH:5]=[CH:4][CH:3]=1.[CH3:20][O:21][C:22]1[CH:23]=[C:24]([CH:26]=[C:27]([O:31][CH3:32])[C:28]=1[O:29][CH3:30])[NH2:25].C1(P(C2C=CC=CC=2)C2C=CC3C(=CC=CC=3)C=2C2C3C(=CC=CC=3)C=CC=2P(C2C=CC=CC=2)C2C=CC=CC=2)C=CC=CC=1.CC(C)([O-])C.[K+]. The catalyst is C1(C)C=CC=CC=1. The product is [CH2:1]([N:8]1[N:17]=[C:16]([NH:25][C:24]2[CH:26]=[C:27]([O:31][CH3:32])[C:28]([O:29][CH3:30])=[C:22]([O:21][CH3:20])[CH:23]=2)[C:15]2[C:10](=[CH:11][CH:12]=[CH:13][CH:14]=2)[C:9]1=[O:19])[C:2]1[CH:7]=[CH:6][CH:5]=[CH:4][CH:3]=1. The yield is 0.290. (2) The reactants are [CH3:1][S:2]([C:5]1[CH:10]=[CH:9][C:8]([C:11]2[CH:16]=[CH:15][C:14]([OH:17])=[C:13](O)[CH:12]=2)=[CH:7][CH:6]=1)(=[O:4])=[O:3].[C:19](=[O:22])([O-])[O-].[K+].[K+].[CH:25]1(Br)[CH2:29][CH2:28][CH2:27][CH2:26]1. The catalyst is CC(CC)=O.[I-].C([N+](CCCC)(CCCC)CCCC)CCC. The product is [CH3:1][S:2]([C:5]1[CH:10]=[CH:9][C:8]([C:11]2[CH:16]=[CH:15][C:14]([O:17][CH:25]3[CH2:29][CH2:28][CH2:27][CH2:26]3)=[C:13]([O:22][CH:19]3[CH2:7][CH2:6][CH2:5][CH2:10]3)[CH:12]=2)=[CH:7][CH:6]=1)(=[O:4])=[O:3]. The yield is 0.920. (3) The reactants are [CH2:1]([NH:3][C:4]([NH:6][C:7]1[N:12]=[CH:11][C:10]([C:13]2[CH:22]=[C:21]3[C:16]([C:17](=[O:35])[C:18]([C:30]([O:32]CC)=[O:31])=[CH:19][N:20]3[CH2:23][C:24]3[N:28]=[C:27]([CH3:29])[O:26][N:25]=3)=[CH:15][CH:14]=2)=[C:9]([C:36]2[S:37][CH:38]=[C:39]([C:41]([F:44])([F:43])[F:42])[N:40]=2)[CH:8]=1)=[O:5])[CH3:2].[OH-].[K+]. The catalyst is CO. The product is [CH2:1]([NH:3][C:4]([NH:6][C:7]1[N:12]=[CH:11][C:10]([C:13]2[CH:22]=[C:21]3[C:16]([C:17](=[O:35])[C:18]([C:30]([OH:32])=[O:31])=[CH:19][N:20]3[CH2:23][C:24]3[N:28]=[C:27]([CH3:29])[O:26][N:25]=3)=[CH:15][CH:14]=2)=[C:9]([C:36]2[S:37][CH:38]=[C:39]([C:41]([F:42])([F:43])[F:44])[N:40]=2)[CH:8]=1)=[O:5])[CH3:2]. The yield is 0.791.